Dataset: Forward reaction prediction with 1.9M reactions from USPTO patents (1976-2016). Task: Predict the product of the given reaction. Given the reactants [Br:1][C:2]1[CH:3]=[C:4]([NH:8][N:9]=[C:10]([C:13]#[N:14])[C:11]#[N:12])[CH:5]=[CH:6][CH:7]=1.BrC1C=C(C=CC=1)N.C(#N)CC#N.O.[NH2:29][NH2:30], predict the reaction product. The product is: [NH2:14][C:13]1[C:10](=[N:9][NH:8][C:4]2[CH:5]=[CH:6][CH:7]=[C:2]([Br:1])[CH:3]=2)[C:11]([NH2:12])=[N:30][N:29]=1.